From a dataset of Full USPTO retrosynthesis dataset with 1.9M reactions from patents (1976-2016). Predict the reactants needed to synthesize the given product. Given the product [Br:3][C:4]1[CH:13]=[CH:12][C:11]([N:14]([C:19]2[C:38]([CH:39]3[CH2:41][CH2:40]3)=[CH:37][C:22]3[C:23]([C:33]([NH:34][CH3:35])=[O:36])=[C:24]([C:26]4[CH:27]=[CH:28][C:29]([F:32])=[CH:30][CH:31]=4)[O:25][C:21]=3[CH:20]=2)[S:15]([CH3:18])(=[O:17])=[O:16])=[CH:10][C:5]=1[CH2:6][OH:7], predict the reactants needed to synthesize it. The reactants are: [Li+].[BH4-].[Br:3][C:4]1[CH:13]=[CH:12][C:11]([N:14]([C:19]2[C:38]([CH:39]3[CH2:41][CH2:40]3)=[CH:37][C:22]3[C:23]([C:33](=[O:36])[NH:34][CH3:35])=[C:24]([C:26]4[CH:31]=[CH:30][C:29]([F:32])=[CH:28][CH:27]=4)[O:25][C:21]=3[CH:20]=2)[S:15]([CH3:18])(=[O:17])=[O:16])=[CH:10][C:5]=1[C:6](OC)=[O:7].